From a dataset of Reaction yield outcomes from USPTO patents with 853,638 reactions. Predict the reaction yield, written as a fraction of the theoretical maximum amount of product (1.0 means a 100% yield; for example, 0.34 means a 34% yield). (1) The reactants are [N:1]1([CH2:6][C:7]#[N:8])[CH:5]=[CH:4][CH:3]=[N:2]1.C(N(CC)CC)C.[SH2:16]. The catalyst is C(O)C. The yield is 0.620. The product is [N:1]1([CH2:6][C:7]([NH2:8])=[S:16])[CH:5]=[CH:4][CH:3]=[N:2]1. (2) The reactants are [I:1][C:2]1[CH:7]=[CH:6][C:5]([OH:8])=[CH:4][CH:3]=1.[O:9]1[CH:14]=[CH:13][CH2:12][CH2:11][CH2:10]1.C1(C)C(S(O)(=O)=O)=CC=CC=1. The catalyst is C(Cl)Cl.CC1C=CC(S(O)(=O)=O)=CC=1. The product is [I:1][C:2]1[CH:7]=[CH:6][C:5]([O:8][CH:10]2[CH2:11][CH2:12][CH2:13][CH2:14][O:9]2)=[CH:4][CH:3]=1. The yield is 0.920. (3) The reactants are C(OC([NH:8][C:9]1[CH2:10][C:11]([C:31](=[O:47])[N:32]([CH2:36][CH2:37][CH2:38][O:39][Si](C(C)(C)C)(C)C)[CH2:33][CH2:34][CH3:35])=[CH:12][C:13]2[CH:19]=[CH:18][C:17]([C:20]3[CH:30]=[CH:29][C:23]([C:24]([O:26][CH2:27][CH3:28])=[O:25])=[CH:22][CH:21]=3)=[CH:16][C:14]=2[N:15]=1)=O)(C)(C)C. The catalyst is ClCCl.C(O)(C(F)(F)F)=O. The product is [NH2:8][C:9]1[CH2:10][C:11]([C:31](=[O:47])[N:32]([CH2:36][CH2:37][CH2:38][OH:39])[CH2:33][CH2:34][CH3:35])=[CH:12][C:13]2[CH:19]=[CH:18][C:17]([C:20]3[CH:30]=[CH:29][C:23]([C:24]([O:26][CH2:27][CH3:28])=[O:25])=[CH:22][CH:21]=3)=[CH:16][C:14]=2[N:15]=1. The yield is 0.350.